From a dataset of Reaction yield outcomes from USPTO patents with 853,638 reactions. Predict the reaction yield, written as a fraction of the theoretical maximum amount of product (1.0 means a 100% yield; for example, 0.34 means a 34% yield). (1) The reactants are C1C[O:4][CH2:3]C1.[CH2:6]([O:8][C:9]1[CH:14]=[CH:13][C:12]([C:15]2[CH:20]=[CH:19][CH:18]=[C:17]([F:21])[C:16]=2[F:22])=[C:11]([F:23])[C:10]=1[F:24])[CH3:7].C([Li])(CC)C. The catalyst is CN(C=O)C. The product is [CH2:6]([O:8][C:9]1([CH:3]=[O:4])[CH:14]=[CH:13][C:12]([C:15]2[CH:20]=[CH:19][CH:18]=[C:17]([F:21])[C:16]=2[F:22])=[C:11]([F:23])[CH:10]1[F:24])[CH3:7]. The yield is 0.700. (2) The reactants are [CH3:1][O:2][C:3](=[O:61])[NH:4][CH:5]([C:9]([N:11]1[CH2:15][CH2:14][CH2:13][CH:12]1[C:16]1[NH:17][C:18]([C:21]2[CH:26]=[CH:25][C:24]([C:27]3[CH:36]=[CH:35][C:34]4[C:29](=[CH:30][CH:31]=[C:32]([C:37]5[NH:38][C:39]([C@@H:42]6[CH2:46][CH2:45][CH2:44][N:43]6[C:47](=[O:60])[CH:48]([NH:55][C:56]([O:58][CH3:59])=[O:57])[C:49]6[CH:54]=[CH:53][CH:52]=[CH:51][CH:50]=6)=[N:40][CH:41]=5)[CH:33]=4)[CH:28]=3)=[CH:23][CH:22]=2)=[CH:19][N:20]=1)=[O:10])[CH:6]([CH3:8])[CH3:7].COC(N[C@H](C1C=CC=CC=1)C(O)=O)=O. No catalyst specified. The product is [CH3:1][O:2][C:3](=[O:61])[NH:4][CH:5]([C:9]([N:11]1[CH2:15][CH2:14][CH2:13][CH:12]1[C:16]1[NH:17][C:18]([C:21]2[CH:22]=[CH:23][C:24]([C:27]3[CH:36]=[CH:35][C:34]4[C:29](=[CH:30][CH:31]=[C:32]([C:37]5[NH:38][C:39]([CH:42]6[CH2:46][CH2:45][CH2:44][N:43]6[C:47](=[O:60])[CH:48]([NH:55][C:56]([O:58][CH3:59])=[O:57])[C:49]6[CH:54]=[CH:53][CH:52]=[CH:51][CH:50]=6)=[N:40][CH:41]=5)[CH:33]=4)[CH:28]=3)=[CH:25][CH:26]=2)=[CH:19][N:20]=1)=[O:10])[CH:6]([CH3:8])[CH3:7]. The yield is 0.580.